From a dataset of Forward reaction prediction with 1.9M reactions from USPTO patents (1976-2016). Predict the product of the given reaction. (1) Given the reactants [CH3:1][O:2][C:3]1[C:8]2[C:9]3[C:10]([CH:22]([CH2:24][C:25]([N:27]([CH3:29])[CH3:28])=O)[O:23][C:7]=2[CH:6]=[CH:5][CH:4]=1)=[C:11]1[C:16](=[CH:17][CH:18]=3)[NH:15][C:14]([CH3:20])([CH3:19])[CH:13]=[C:12]1[CH3:21].[H-].[Al+3].[Li+].[H-].[H-].[H-], predict the reaction product. The product is: [CH3:1][O:2][C:3]1[C:8]2[C:9]3[C:10]([CH:22]([CH2:24][CH2:25][N:27]([CH3:29])[CH3:28])[O:23][C:7]=2[CH:6]=[CH:5][CH:4]=1)=[C:11]1[C:16](=[CH:17][CH:18]=3)[NH:15][C:14]([CH3:19])([CH3:20])[CH:13]=[C:12]1[CH3:21]. (2) The product is: [CH3:15][S:16]([O:7][CH:4]1[CH2:5][CH2:6][O:1][CH2:2][CH2:3]1)(=[O:18])=[O:17]. Given the reactants [O:1]1[CH2:6][CH2:5][CH:4]([OH:7])[CH2:3][CH2:2]1.C(N(CC)CC)C.[CH3:15][S:16](Cl)(=[O:18])=[O:17], predict the reaction product. (3) Given the reactants Cl.[CH3:2][O:3][C:4](=[O:54])[C@@H:5]([NH:21][C:22]([CH:24]1[CH2:33][C:32]2[CH:31]=[C:30]3[O:34][CH2:35][C@H:36]([C:38]4[CH:43]=[CH:42][C:41]([O:44][CH2:45][C:46]5[CH:51]=[CH:50][C:49]([CH3:52])=[C:48]([CH3:53])[CH:47]=5)=[CH:40][CH:39]=4)[O:37][C:29]3=[CH:28][C:27]=2[CH2:26][NH:25]1)=[O:23])[CH2:6][C:7]1[CH:12]=[CH:11][C:10]([C:13]2[CH:18]=[CH:17][C:16]([C:19]#[N:20])=[CH:15][CH:14]=2)=[CH:9][CH:8]=1.[C:55]([NH:58][C:59]1[S:60][C:61]([S:65](Cl)(=[O:67])=[O:66])=[C:62]([CH3:64])[N:63]=1)(=[O:57])[CH3:56], predict the reaction product. The product is: [CH3:2][O:3][C:4](=[O:54])[C@@H:5]([NH:21][C:22]([CH:24]1[CH2:33][C:32]2[CH:31]=[C:30]3[O:34][CH2:35][C@H:36]([C:38]4[CH:43]=[CH:42][C:41]([O:44][CH2:45][C:46]5[CH:51]=[CH:50][C:49]([CH3:52])=[C:48]([CH3:53])[CH:47]=5)=[CH:40][CH:39]=4)[O:37][C:29]3=[CH:28][C:27]=2[CH2:26][N:25]1[S:65]([C:61]1[S:60][C:59]([NH:58][C:55](=[O:57])[CH3:56])=[N:63][C:62]=1[CH3:64])(=[O:66])=[O:67])=[O:23])[CH2:6][C:7]1[CH:12]=[CH:11][C:10]([C:13]2[CH:18]=[CH:17][C:16]([C:19]#[N:20])=[CH:15][CH:14]=2)=[CH:9][CH:8]=1.